From a dataset of Full USPTO retrosynthesis dataset with 1.9M reactions from patents (1976-2016). Predict the reactants needed to synthesize the given product. Given the product [C:1]([O:5][C:6](=[O:22])[NH:7][C:8]1[CH:13]=[CH:12][C:11]([C:14]2[CH:15]=[CH:16][C:17]([F:20])=[CH:18][CH:19]=2)=[CH:10][C:9]=1[NH:21][C:28](=[O:27])[CH2:29][C:30]([C:32]1[N:33]=[C:34]([N:37]2[CH:41]=[CH:40][N:39]=[CH:38]2)[S:35][CH:36]=1)=[O:31])([CH3:4])([CH3:2])[CH3:3], predict the reactants needed to synthesize it. The reactants are: [C:1]([O:5][C:6](=[O:22])[NH:7][C:8]1[CH:13]=[CH:12][C:11]([C:14]2[CH:19]=[CH:18][C:17]([F:20])=[CH:16][CH:15]=2)=[CH:10][C:9]=1[NH2:21])([CH3:4])([CH3:3])[CH3:2].C([O:27][C:28](=O)[CH2:29][C:30]([C:32]1[N:33]=[C:34]([N:37]2[CH:41]=[CH:40][N:39]=[CH:38]2)[S:35][CH:36]=1)=[O:31])(C)(C)C.